Dataset: Catalyst prediction with 721,799 reactions and 888 catalyst types from USPTO. Task: Predict which catalyst facilitates the given reaction. (1) Reactant: [Cl:1][C:2]1[CH:7]=[CH:6][C:5]([OH:8])=[CH:4][CH:3]=1.C(=O)([O-])[O-].[K+].[K+].Cl[C:16]1[CH:21]=[CH:20][N:19]=[CH:18][C:17]=1[N+:22]([O-:24])=[O:23].O. Product: [Cl:1][C:2]1[CH:7]=[CH:6][C:5]([O:8][C:16]2[CH:21]=[CH:20][N:19]=[CH:18][C:17]=2[N+:22]([O-:24])=[O:23])=[CH:4][CH:3]=1. The catalyst class is: 3. (2) Reactant: [NH2:1][C:2]1[CH:6]=[C:5]([Cl:7])[N:4]([C:8]2[CH:13]=[CH:12][C:11](Br)=[CH:10][CH:9]=2)[C:3]=1[C:15]([O:17][CH2:18][CH3:19])=[O:16].[CH3:20][C:21]1([CH3:37])[C:25]([CH3:27])([CH3:26])[O:24][B:23]([B:23]2[O:24][C:25]([CH3:27])([CH3:26])[C:21]([CH3:37])([CH3:20])[O:22]2)[O:22]1.C([O-])(=O)C.[K+]. Product: [NH2:1][C:2]1[CH:6]=[C:5]([Cl:7])[N:4]([C:8]2[CH:13]=[CH:12][C:11]([B:23]3[O:24][C:25]([CH3:27])([CH3:26])[C:21]([CH3:37])([CH3:20])[O:22]3)=[CH:10][CH:9]=2)[C:3]=1[C:15]([O:17][CH2:18][CH3:19])=[O:16]. The catalyst class is: 75. (3) Reactant: C([O:8][CH2:9][CH2:10][O:11][C:12]1[N:17]=[C:16]([NH:18][C@H:19]2[CH2:24][CH2:23][C@H:22]([NH:25][C:26](=[O:32])[O:27][C:28]([CH3:31])([CH3:30])[CH3:29])[CH2:21][CH2:20]2)[C:15]([F:33])=[CH:14][C:13]=1[C:34](=[O:36])[NH2:35])C1C=CC=CC=1. Product: [C:34]([C:13]1[CH:14]=[C:15]([F:33])[C:16]([NH:18][C@H:19]2[CH2:24][CH2:23][C@H:22]([NH:25][C:26](=[O:32])[O:27][C:28]([CH3:29])([CH3:31])[CH3:30])[CH2:21][CH2:20]2)=[N:17][C:12]=1[O:11][CH2:10][CH2:9][OH:8])(=[O:36])[NH2:35]. The catalyst class is: 407. (4) Reactant: [OH:1][C:2]1[CH:3]=[N:4][C:5]([N:8]2[CH2:13][CH2:12][N:11]([C:14]([O:16][C:17]([CH3:20])([CH3:19])[CH3:18])=[O:15])[CH2:10][C@H:9]2[CH3:21])=[N:6][CH:7]=1.Cl[CH2:23][C:24]1[CH:29]=[CH:28][C:27]([S:30]([CH3:33])(=[O:32])=[O:31])=[CH:26][CH:25]=1.C(=O)([O-])[O-].[K+].[K+]. Product: [CH3:21][C@H:9]1[N:8]([C:5]2[N:4]=[CH:3][C:2]([O:1][CH2:23][C:24]3[CH:25]=[CH:26][C:27]([S:30]([CH3:33])(=[O:32])=[O:31])=[CH:28][CH:29]=3)=[CH:7][N:6]=2)[CH2:13][CH2:12][N:11]([C:14]([O:16][C:17]([CH3:20])([CH3:19])[CH3:18])=[O:15])[CH2:10]1. The catalyst class is: 10.